Dataset: Full USPTO retrosynthesis dataset with 1.9M reactions from patents (1976-2016). Task: Predict the reactants needed to synthesize the given product. (1) Given the product [CH2:38]([NH:40][CH2:1][C:3]1[S:7][C:6]([C:8]2[CH:9]=[C:10]3[C:14](=[C:15]([C:17]([NH2:19])=[O:18])[CH:16]=2)[NH:13][CH:12]=[C:11]3[CH:20]2[CH2:21][CH2:22][N:23]([S:26]([CH2:29][CH2:30][CH2:31][N:32]3[CH2:37][CH2:36][O:35][CH2:34][CH2:33]3)(=[O:28])=[O:27])[CH2:24][CH2:25]2)=[CH:5][CH:4]=1)[CH3:39], predict the reactants needed to synthesize it. The reactants are: [CH:1]([C:3]1[S:7][C:6]([C:8]2[CH:9]=[C:10]3[C:14](=[C:15]([C:17]([NH2:19])=[O:18])[CH:16]=2)[NH:13][CH:12]=[C:11]3[CH:20]2[CH2:25][CH2:24][N:23]([S:26]([CH2:29][CH2:30][CH2:31][N:32]3[CH2:37][CH2:36][O:35][CH2:34][CH2:33]3)(=[O:28])=[O:27])[CH2:22][CH2:21]2)=[CH:5][CH:4]=1)=O.[CH2:38]([NH2:40])[CH3:39].[BH4-].[Na+]. (2) The reactants are: [CH:1]1[C:13]2[CH:12]([CH2:14][O:15][C:16]([NH:18][C@@H:19]([CH2:27][C:28]3[CH:29]=[N:30][C:31]([Br:34])=[CH:32][CH:33]=3)[C:20]([O:22]C(C)(C)C)=[O:21])=[O:17])[C:11]3[C:6](=[CH:7][CH:8]=[CH:9][CH:10]=3)[C:5]=2[CH:4]=[CH:3][CH:2]=1.[Cl-:35].[Ca+2].[Cl-]. Given the product [ClH:35].[CH:10]1[C:11]2[CH:12]([CH2:14][O:15][C:16]([NH:18][CH:19]([CH2:27][C:28]3[CH:29]=[N:30][C:31]([Br:34])=[CH:32][CH:33]=3)[C:20]([OH:22])=[O:21])=[O:17])[C:13]3[C:5](=[CH:4][CH:3]=[CH:2][CH:1]=3)[C:6]=2[CH:7]=[CH:8][CH:9]=1, predict the reactants needed to synthesize it. (3) Given the product [ClH:1].[NH2:14][CH:15]([C:16]1[C:21](=[O:22])[CH2:20][CH2:19][CH2:18][C:17]=1[NH:23][C:24]1[CH:29]=[CH:28][CH:27]=[C:26]([C:30]([F:33])([F:31])[F:32])[CH:25]=1)[C:34]1[CH:39]=[CH:38][C:37]([C:40]#[N:41])=[CH:36][C:35]=1[S:42][CH3:43], predict the reactants needed to synthesize it. The reactants are: [ClH:1].O1CCOCC1.C(OC(=O)[NH:14][CH:15]([C:34]1[CH:39]=[CH:38][C:37]([C:40]#[N:41])=[CH:36][C:35]=1[S:42][CH3:43])[C:16]1[C:21](=[O:22])[CH2:20][CH2:19][CH2:18][C:17]=1[NH:23][C:24]1[CH:29]=[CH:28][CH:27]=[C:26]([C:30]([F:33])([F:32])[F:31])[CH:25]=1)(C)(C)C. (4) Given the product [CH:17]([NH:16][N:15]1[C:6]2[C:5]3[CH:4]=[CH:3][C:2]([C:29]4[CH:30]=[N:31][CH:32]=[CH:33][CH:34]=4)=[CH:11][C:10]=3[N:9]=[C:8]([NH2:12])[C:7]=2[N:13]=[C:14]1[CH2:20][CH2:21][CH3:22])([CH3:19])[CH3:18], predict the reactants needed to synthesize it. The reactants are: Br[C:2]1[CH:3]=[CH:4][C:5]2[C:6]3[N:15]([NH:16][CH:17]([CH3:19])[CH3:18])[C:14]([CH2:20][CH2:21][CH3:22])=[N:13][C:7]=3[C:8]([NH2:12])=[N:9][C:10]=2[CH:11]=1.B1([C:29]2[CH:34]=[CH:33][CH:32]=[N:31][CH:30]=2)OCCCO1.C(=O)([O-])[O-].[Na+].[Na+].O. (5) Given the product [C:11]([O:10][C:8]([N:6]1[CH:7]=[C:3](/[CH:1]=[CH:36]/[C:35]([O:41][CH2:42][CH3:43])=[O:40])[CH:4]=[C:5]1[C:15]1[CH:20]=[CH:19][C:18]([O:21][CH3:22])=[CH:17][CH:16]=1)=[O:9])([CH3:13])([CH3:12])[CH3:14], predict the reactants needed to synthesize it. The reactants are: [CH:1]([C:3]1[CH:4]=[C:5]([C:15]2[CH:20]=[CH:19][C:18]([O:21][CH3:22])=[CH:17][CH:16]=2)[N:6]([C:8]([O:10][C:11]([CH3:14])([CH3:13])[CH3:12])=[O:9])[CH:7]=1)=O.N1CCCCC1.N1C=CC=CC=1.[C:35]([O:41][CH2:42][CH3:43])(=[O:40])[CH2:36]C([O-])=O. (6) The reactants are: [C:1]1([C:7]2[CH:11]=[C:10]([C:12]3[CH:17]=[CH:16][CH:15]=[CH:14][CH:13]=3)[N:9]([CH2:18][C:19]3[CH:41]=[CH:40][C:22]([CH2:23][NH:24][C:25]4[CH:30]=[C:29]([F:31])[C:28]([CH2:32][CH2:33][C:34]([O:36]CC)=[O:35])=[C:27]([F:39])[CH:26]=4)=[CH:21][C:20]=3[O:42][CH:43]([CH3:45])[CH3:44])[N:8]=2)[CH:6]=[CH:5][CH:4]=[CH:3][CH:2]=1.[OH-].[Na+].Cl. Given the product [C:1]1([C:7]2[CH:11]=[C:10]([C:12]3[CH:17]=[CH:16][CH:15]=[CH:14][CH:13]=3)[N:9]([CH2:18][C:19]3[CH:41]=[CH:40][C:22]([CH2:23][NH:24][C:25]4[CH:30]=[C:29]([F:31])[C:28]([CH2:32][CH2:33][C:34]([OH:36])=[O:35])=[C:27]([F:39])[CH:26]=4)=[CH:21][C:20]=3[O:42][CH:43]([CH3:45])[CH3:44])[N:8]=2)[CH:6]=[CH:5][CH:4]=[CH:3][CH:2]=1, predict the reactants needed to synthesize it. (7) Given the product [N:12]1[CH:17]=[CH:16][CH:15]=[C:14]([C:10]2[C:4]3[C:5](=[CH:6][N:7]=[C:2]([C:3]4[CH:2]=[N:7][CH:6]=[CH:29][CH:30]=4)[CH:3]=3)[NH:8][N:9]=2)[CH:13]=1, predict the reactants needed to synthesize it. The reactants are: Br[C:2]1[CH:3]=[C:4]2[C:10](I)=[N:9][NH:8][C:5]2=[CH:6][N:7]=1.[N:12]1[CH:17]=[CH:16][CH:15]=[C:14](B(O)O)[CH:13]=1.C(=O)([O-])[O-].[Na+].[Na+].CO[CH2:29][CH2:30]OC.